This data is from Reaction yield outcomes from USPTO patents with 853,638 reactions. The task is: Predict the reaction yield, written as a fraction of the theoretical maximum amount of product (1.0 means a 100% yield; for example, 0.34 means a 34% yield). (1) The reactants are [CH3:1][O:2][C:3]1[CH:12]=[CH:11][C:10]2[C:5](=[CH:6][CH:7]=[C:8]([C:13]3[C:21]4[C:16](=[CH:17][CH:18]=[C:19]([C:22]#[N:23])[CH:20]=4)[N:15](C4CCCCO4)[N:14]=3)[CH:9]=2)[N:4]=1. The catalyst is Cl.CO. The product is [CH3:1][O:2][C:3]1[CH:12]=[CH:11][C:10]2[C:5](=[CH:6][CH:7]=[C:8]([C:13]3[C:21]4[C:16](=[CH:17][CH:18]=[C:19]([C:22]#[N:23])[CH:20]=4)[NH:15][N:14]=3)[CH:9]=2)[N:4]=1. The yield is 0.250. (2) The reactants are C[O:2][C:3](=[O:15])[C:4]1[CH:9]=[C:8]([OH:10])[CH:7]=[C:6]([O:11][CH2:12][CH:13]=[CH2:14])[CH:5]=1.[H-].[Na+].Cl[CH2:19][C:20]([N:22]([CH3:24])[CH3:23])=[O:21]. The catalyst is CN(C=O)C.CC(OC)(C)C.Cl. The product is [CH2:12]([O:11][C:6]1[CH:5]=[C:4]([CH:9]=[C:8]([O:10][CH2:19][C:20](=[O:21])[N:22]([CH3:24])[CH3:23])[CH:7]=1)[C:3]([OH:2])=[O:15])[CH:13]=[CH2:14].[CH2:12]([O:11][C:6]1[CH:5]=[C:4]([CH:9]=[C:8]([O:10][CH2:19][C:20](=[O:21])[N:22]([CH3:24])[CH3:23])[CH:7]=1)[C:3]([OH:2])=[O:15])[CH:13]=[CH2:14]. The yield is 0.170. (3) The reactants are C(C1C=C(NC(=O)[CH2:16][CH2:17][CH2:18][C:19]2[CH:24]=[CH:23][C:22]([B:25]([OH:27])[OH:26])=[CH:21][CH:20]=2)C=CC=1S(CC)(=O)=O)#N.BrC1C=CC(CC[CH2:38][N:39](C)[C:40]([NH:42][C:43]2[CH:48]=[CH:47][CH:46]=[C:45]([C:49]#[N:50])[CH:44]=2)=[O:41])=CC=1. No catalyst specified. The product is [C:49]([C:45]1[CH:44]=[C:43]([NH:42][C:40](=[O:41])[N:39]([CH2:16][CH2:17][CH2:18][C:19]2[CH:20]=[CH:21][C:22]([B:25]([OH:26])[OH:27])=[CH:23][CH:24]=2)[CH3:38])[CH:48]=[CH:47][CH:46]=1)#[N:50]. The yield is 0.910. (4) The reactants are [H-].[Na+].[NH2:3][C:4]1[C:9]([CH2:10][N:11]([CH2:17][C:18]2[CH:23]=[CH:22][C:21]([O:24][CH3:25])=[CH:20][CH:19]=2)[CH2:12][C:13](OC)=[O:14])=[CH:8][C:7]([Br:26])=[CH:6][N:5]=1.O. The catalyst is CS(C)=O. The product is [Br:26][C:7]1[CH:6]=[N:5][C:4]2[NH:3][C:13](=[O:14])[CH2:12][N:11]([CH2:17][C:18]3[CH:23]=[CH:22][C:21]([O:24][CH3:25])=[CH:20][CH:19]=3)[CH2:10][C:9]=2[CH:8]=1. The yield is 0.630. (5) The reactants are [Br:1][C:2]1[CH:7]=[CH:6][C:5]([CH2:8][C:9]#N)=[C:4]([O:11][CH3:12])[CH:3]=1.[OH-:13].[Na+].C[OH:16]. The product is [Br:1][C:2]1[CH:7]=[CH:6][C:5]([CH2:8][C:9]([OH:16])=[O:13])=[C:4]([O:11][CH3:12])[CH:3]=1. The yield is 0.470. The catalyst is O. (6) The reactants are C([N:8](CC1C=CC=CC=1)[C@H:9]1[CH2:14][CH2:13][C@@H:12]([CH2:15][O:16][CH2:17][CH2:18][CH:19]2[CH2:24][CH2:23][CH2:22][CH2:21][NH:20]2)[CH2:11][CH2:10]1)C1C=CC=CC=1. The catalyst is C(O)C.[OH-].[Pd+2].[OH-]. The product is [NH:20]1[CH2:21][CH2:22][CH2:23][CH2:24][CH:19]1[CH2:18][CH2:17][O:16][CH2:15][C@@H:12]1[CH2:11][CH2:10][C@H:9]([NH2:8])[CH2:14][CH2:13]1. The yield is 1.00. (7) The reactants are CN([CH:4]=[C:5]1[C:10](=O)[CH2:9][CH2:8][N:7]([CH2:12][CH2:13][F:14])[CH2:6]1)C.[NH2:15][C:16]1[C:20]([C:21]([NH:23][C:24]2[CH:25]=[N:26][CH:27]=[CH:28][C:29]=2[O:30][CH3:31])=[O:22])=[C:19]([NH2:32])[NH:18][N:17]=1.C([O-])([O-])=O.[Cs+].[Cs+]. The catalyst is CN1C(=O)CCC1. The product is [NH2:32][C:19]1[C:20]([C:21]([NH:23][C:24]2[CH:25]=[N:26][CH:27]=[CH:28][C:29]=2[O:30][CH3:31])=[O:22])=[C:16]2[N:15]=[C:10]3[CH2:9][CH2:8][N:7]([CH2:12][CH2:13][F:14])[CH2:6][C:5]3=[CH:4][N:17]2[N:18]=1. The yield is 0.130. (8) The reactants are [C:1]([O:4][C@H:5]1[C@H:10]([O:11][C:12](=[O:14])[CH3:13])[C@H:9]([O:15][C:16](=[O:18])[CH3:17])[C@@H:8]([C:19]2[CH:24]=[CH:23][C:22]([C:25]#[C:26][Si](C)(C)C)=[CH:21][CH:20]=2)[O:7][C@@H:6]1[CH2:31][O:32][C:33](=[O:35])[CH3:34])(=[O:3])[CH3:2].CC(O)=O.CCCC[N+](CCCC)(CCCC)CCCC.[F-]. The catalyst is C1COCC1. The product is [C:1]([O:4][C@H:5]1[C@H:10]([O:11][C:12](=[O:14])[CH3:13])[C@H:9]([O:15][C:16](=[O:18])[CH3:17])[C@@H:8]([C:19]2[CH:20]=[CH:21][C:22]([C:25]#[CH:26])=[CH:23][CH:24]=2)[O:7][C@@H:6]1[CH2:31][O:32][C:33](=[O:35])[CH3:34])(=[O:3])[CH3:2]. The yield is 0.990. (9) The reactants are [NH2:1][C:2]1[CH:7]=[CH:6][C:5]([C:8]([F:11])([F:10])[F:9])=[C:4]([Cl:12])[CH:3]=1.N1C=CC=CC=1.[Cl:19][C:20]([Cl:25])([Cl:24])[C:21](Cl)=[O:22]. The catalyst is ClCCl. The product is [Cl:19][C:20]([Cl:25])([Cl:24])[C:21]([NH:1][C:2]1[CH:7]=[CH:6][C:5]([C:8]([F:9])([F:10])[F:11])=[C:4]([Cl:12])[CH:3]=1)=[O:22]. The yield is 0.690.